Dataset: Reaction yield outcomes from USPTO patents with 853,638 reactions. Task: Predict the reaction yield, written as a fraction of the theoretical maximum amount of product (1.0 means a 100% yield; for example, 0.34 means a 34% yield). (1) The reactants are [C:1]([C:3]1[C:12]2[C:7](=[CH:8][CH:9]=[CH:10][CH:11]=2)[C:6](F)=[CH:5][CH:4]=1)#[N:2].[CH3:14][CH:15]1[CH2:20][CH2:19][CH2:18][CH2:17][NH:16]1.C1CCN2C(=NCCC2)CC1. The catalyst is N1C=CC=CC=1. The product is [CH3:14][CH:15]1[CH2:20][CH2:19][CH2:18][CH2:17][N:16]1[C:6]1[C:7]2[C:12](=[CH:11][CH:10]=[CH:9][CH:8]=2)[C:3]([C:1]#[N:2])=[CH:4][CH:5]=1. The yield is 0.190. (2) The reactants are [CH2:1]([N:3]([CH2:15][CH3:16])[C:4]([C:6]1[CH2:11][CH:10]([CH3:12])[CH2:9][CH:8](Br)[C:7]=1O)=[O:5])[CH3:2].[CH2:17]([O:24][CH2:25][CH2:26][NH:27][C:28]1[CH:33]=[CH:32][CH:31]=[CH:30][CH:29]=1)[C:18]1[CH:23]=[CH:22][CH:21]=[CH:20][CH:19]=1. The catalyst is CC(O)C.[Cl-].[Zn+2].[Cl-]. The product is [CH2:1]([N:3]([CH2:15][CH3:16])[C:4]([CH:6]1[C:7]2[C:33]3[C:28](=[CH:29][CH:30]=[CH:31][CH:32]=3)[N:27]([CH2:26][CH2:25][O:24][CH2:17][C:18]3[CH:23]=[CH:22][CH:21]=[CH:20][CH:19]=3)[C:8]=2[CH2:9][CH:10]([CH3:12])[CH2:11]1)=[O:5])[CH3:2]. The yield is 0.0800. (3) The reactants are [CH3:1][O:2][C:3]1[CH:4]=[C:5]2[C:10](=[CH:11][C:12]=1[O:13][CH3:14])[N:9]=[CH:8][CH:7]=[C:6]2[O:15][C:16]1[C:22]([CH3:23])=[CH:21][C:19]([NH2:20])=[C:18]([CH3:24])[CH:17]=1.C1(C)C=CC=CC=1.C(N(CC)CC)C.Cl[C:40](Cl)([O:42]C(=O)OC(Cl)(Cl)Cl)Cl.[Cl:51][C:52]1[CH:53]=[C:54]([CH:58]=[CH:59][CH:60]=1)[CH:55]([OH:57])[CH3:56]. The catalyst is C(Cl)Cl. The product is [CH3:1][O:2][C:3]1[CH:4]=[C:5]2[C:10](=[CH:11][C:12]=1[O:13][CH3:14])[N:9]=[CH:8][CH:7]=[C:6]2[O:15][C:16]1[C:22]([CH3:23])=[CH:21][C:19]([NH:20][C:40](=[O:42])[O:57][CH:55]([C:54]2[CH:58]=[CH:59][CH:60]=[C:52]([Cl:51])[CH:53]=2)[CH3:56])=[C:18]([CH3:24])[CH:17]=1. The yield is 0.560. (4) The reactants are [Br:1][C:2]1[CH:10]=[CH:9][CH:8]=[C:7]2[C:3]=1[CH2:4][CH2:5][C:6]2=O.Cl.[NH2:13][OH:14]. The catalyst is CO. The product is [Br:1][C:2]1[CH:10]=[CH:9][CH:8]=[C:7]2[C:3]=1[CH2:4][CH2:5][C:6]2=[N:13][OH:14]. The yield is 0.990. (5) The catalyst is CCOC(C)=O. The product is [CH2:18]([N:20]([CH2:21][CH2:22][CH2:23][CH2:24][CH2:25][C:26]([F:28])([CH3:29])[CH3:27])[CH2:2][CH2:3][CH2:4][C@@H:5]([C:7]1[CH:12]=[CH:11][C:10]([NH:13][S:14]([CH3:17])(=[O:16])=[O:15])=[CH:9][CH:8]=1)[OH:6])[CH3:19]. The yield is 0.920. The reactants are O[CH:2]1[O:6][C@H:5]([C:7]2[CH:12]=[CH:11][C:10]([NH:13][S:14]([CH3:17])(=[O:16])=[O:15])=[CH:9][CH:8]=2)[CH2:4][CH2:3]1.[CH2:18]([NH:20][CH2:21][CH2:22][CH2:23][CH2:24][CH2:25][C:26]([CH3:29])([F:28])[CH3:27])[CH3:19].C(O[BH-](OC(=O)C)OC(=O)C)(=O)C.[Na+]. (6) The reactants are [NH2:1][CH:2]([C:8]1[C:13]([Cl:14])=[CH:12][C:11]([Br:15])=[CH:10][N:9]=1)C(OCC)=O. The catalyst is Cl. The product is [ClH:14].[Br:15][C:11]1[CH:12]=[C:13]([Cl:14])[C:8]([CH2:2][NH2:1])=[N:9][CH:10]=1. The yield is 0.650. (7) The reactants are [F:1][C:2]1[C:11]2[O:12][CH2:13][C@@H:14]([CH2:15][OH:16])[N:9]3[C:10]=2[C:5]([CH:6]=[CH:7][C:8]3=[O:17])=[C:4](/[CH:18]=[CH:19]/[C:20]([O:22][CH2:23][CH3:24])=[O:21])[CH:3]=1.C(N(CC)CC)C.[CH3:32][S:33](Cl)(=[O:35])=[O:34]. The catalyst is ClCCl. The product is [F:1][C:2]1[C:11]2[O:12][CH2:13][C@@H:14]([CH2:15][O:16][S:33]([CH3:32])(=[O:35])=[O:34])[N:9]3[C:10]=2[C:5]([CH:6]=[CH:7][C:8]3=[O:17])=[C:4](/[CH:18]=[CH:19]/[C:20]([O:22][CH2:23][CH3:24])=[O:21])[CH:3]=1. The yield is 0.850.